Dataset: Retrosynthesis with 50K atom-mapped reactions and 10 reaction types from USPTO. Task: Predict the reactants needed to synthesize the given product. (1) Given the product CCOC(=O)c1cn(-c2ccc(F)cc2)c2cc(F)c(F)cc2c1=O, predict the reactants needed to synthesize it. The reactants are: CCOC(=O)C(=CNc1ccc(F)cc1)C(=O)c1cc(F)c(F)cc1Cl. (2) Given the product Cc1ccc(N)c(NCC(O)Cc2ccc(Cl)cc2)c1, predict the reactants needed to synthesize it. The reactants are: Cc1ccc([N+](=O)[O-])c(NCC(O)Cc2ccc(Cl)cc2)c1. (3) Given the product CC(C)(O)CNc1c([N+](=O)[O-])cnc2ccc(Br)cc12, predict the reactants needed to synthesize it. The reactants are: CC(C)(O)CN.O=[N+]([O-])c1cnc2ccc(Br)cc2c1O. (4) Given the product Cc1cnc(C#N)c(C(=NS(=O)C(C)(C)C)c2cccc(Br)c2)c1, predict the reactants needed to synthesize it. The reactants are: CC(C)(C)S(N)=O.Cc1cnc(C#N)c(C(=O)c2cccc(Br)c2)c1.